From a dataset of Full USPTO retrosynthesis dataset with 1.9M reactions from patents (1976-2016). Predict the reactants needed to synthesize the given product. (1) Given the product [NH2:1][CH2:3][C:4]1[CH:9]=[CH:8][C:7]([CH2:10][CH2:11][NH:12][C:13]([C:15]2[CH:20]=[CH:19][C:18]([C:21]3[CH:26]=[CH:25][C:24]([Cl:27])=[CH:23][CH:22]=3)=[CH:17][CH:16]=2)=[O:14])=[CH:6][CH:5]=1, predict the reactants needed to synthesize it. The reactants are: [NH3:1].Br[CH2:3][C:4]1[CH:9]=[CH:8][C:7]([CH2:10][CH2:11][NH:12][C:13]([C:15]2[CH:20]=[CH:19][C:18]([C:21]3[CH:26]=[CH:25][C:24]([Cl:27])=[CH:23][CH:22]=3)=[CH:17][CH:16]=2)=[O:14])=[CH:6][CH:5]=1. (2) Given the product [CH:17]([N:20]1[CH2:25][CH2:24][N:23]([C:2]2[N:7]=[N:6][C:5]([C:8]3[CH:15]=[CH:14][C:11]([C:12]#[N:13])=[CH:10][CH:9]=3)=[CH:4][CH:3]=2)[CH2:22][CH2:21]1)([CH3:19])[CH3:18], predict the reactants needed to synthesize it. The reactants are: Cl[C:2]1[N:7]=[N:6][C:5]([C:8]2[CH:15]=[CH:14][C:11]([C:12]#[N:13])=[CH:10][CH:9]=2)=[CH:4][CH:3]=1.Cl.[CH:17]([N:20]1[CH2:25][CH2:24][NH:23][CH2:22][CH2:21]1)([CH3:19])[CH3:18].[NH4+].[Cl-].